From a dataset of Forward reaction prediction with 1.9M reactions from USPTO patents (1976-2016). Predict the product of the given reaction. (1) The product is: [CH2:6]([O:13][C:14](=[O:26])[N:15]([CH2:23][CH:24]=[O:25])[CH2:16][CH:17]1[CH2:18][CH2:19][CH2:20][CH2:21][CH2:22]1)[C:7]1[CH:12]=[CH:11][CH:10]=[CH:9][CH:8]=1. Given the reactants S(=O)(=O)(O)O.[CH2:6]([O:13][C:14](=[O:26])[N:15]([CH2:23][CH:24]=[O:25])[CH2:16][CH:17]1[CH2:22][CH2:21][CH2:20][CH2:19][CH2:18]1)[C:7]1[CH:12]=[CH:11][CH:10]=[CH:9][CH:8]=1.CC1OCCC1.[OH-].[Na+], predict the reaction product. (2) Given the reactants C([O:8][C:9](=[O:35])[C:10]1[CH:15]=[CH:14][C:13]([CH:16]([NH:22][C:23]([NH:25][C:26]2[CH:27]=[C:28]3[C:32](=[CH:33][CH:34]=2)[CH2:31][CH2:30][CH2:29]3)=[O:24])[CH2:17][CH2:18][N:19]([CH3:21])[CH3:20])=[CH:12][CH:11]=1)C1C=CC=CC=1, predict the reaction product. The product is: [CH3:21][N:19]([CH3:20])[CH2:18][CH2:17][CH:16]([NH:22][C:23]([NH:25][C:26]1[CH:27]=[C:28]2[C:32](=[CH:33][CH:34]=1)[CH2:31][CH2:30][CH2:29]2)=[O:24])[C:13]1[CH:12]=[CH:11][C:10]([C:9]([OH:35])=[O:8])=[CH:15][CH:14]=1. (3) Given the reactants Cl.[NH:2]1[CH2:7][CH2:6][CH:5]([C:8]2[C:9]([O:14][CH:15]3[CH2:18][N:17]([C:19]4[CH:28]=[CH:27][C:26]5[C:21](=[CH:22][CH:23]=[CH:24][CH:25]=5)[N:20]=4)[CH2:16]3)=[N:10][CH:11]=[CH:12][N:13]=2)[CH2:4][CH2:3]1.CCN(CC)CC.[C:36](Cl)(=[O:39])[O:37][CH3:38], predict the reaction product. The product is: [N:20]1[C:21]2[C:26](=[CH:25][CH:24]=[CH:23][CH:22]=2)[CH:27]=[CH:28][C:19]=1[N:17]1[CH2:18][CH:15]([O:14][C:9]2[C:8]([CH:5]3[CH2:6][CH2:7][N:2]([C:36]([O:37][CH3:38])=[O:39])[CH2:3][CH2:4]3)=[N:13][CH:12]=[CH:11][N:10]=2)[CH2:16]1.